From a dataset of Catalyst prediction with 721,799 reactions and 888 catalyst types from USPTO. Predict which catalyst facilitates the given reaction. (1) Reactant: [C:1]([O:5][C:6]([N:8]1[CH2:12][CH2:11][C:10]([C:14]2[CH:19]=[CH:18][C:17]([F:20])=[C:16]([Cl:21])[CH:15]=2)([OH:13])[CH2:9]1)=[O:7])([CH3:4])([CH3:3])[CH3:2].[H-].[Na+].I[CH3:25]. Product: [Cl:21][C:16]1[CH:15]=[C:14]([C:10]2([O:13][CH3:25])[CH2:11][CH2:12][N:8]([C:6]([O:5][C:1]([CH3:4])([CH3:2])[CH3:3])=[O:7])[CH2:9]2)[CH:19]=[CH:18][C:17]=1[F:20]. The catalyst class is: 7. (2) Reactant: [NH2:1][CH:2]1[CH2:8][CH2:7][CH2:6][CH2:5][N:4]([CH2:9][C:10]([OH:12])=[O:11])[C:3]1=[O:13].C(=O)([O-])O.[Na+].[CH:19]1[C:31]2[CH:30]([CH2:32][O:33][C:34](ON3C(=O)CCC3=O)=[O:35])[C:29]3[C:24](=[CH:25][CH:26]=[CH:27][CH:28]=3)[C:23]=2[CH:22]=[CH:21][CH:20]=1.CCOCC. Product: [CH:19]1[C:31]2[CH:30]([CH2:32][O:33][C:34]([NH:1][CH:2]3[CH2:8][CH2:7][CH2:6][CH2:5][N:4]([CH2:9][C:10]([OH:12])=[O:11])[C:3]3=[O:13])=[O:35])[C:29]3[C:24](=[CH:25][CH:26]=[CH:27][CH:28]=3)[C:23]=2[CH:22]=[CH:21][CH:20]=1. The catalyst class is: 132. (3) Reactant: C[Si](Cl)(C)C.[H-].[Al+3].[Li+].[H-].[H-].[H-].[C:12]([C:16]1[CH:17]=[C:18]([P:28]([C:42]2[CH:47]=[C:46]([C:48]([CH3:51])([CH3:50])[CH3:49])[C:45]([O:52][CH3:53])=[C:44]([C:54]([CH3:57])([CH3:56])[CH3:55])[CH:43]=2)[C:29]2[CH:34]=[CH:33][CH:32]=[CH:31][C:30]=2[P:35](OCC)OCC)[CH:19]=[C:20]([C:24]([CH3:27])([CH3:26])[CH3:25])[C:21]=1[O:22][CH3:23])([CH3:15])([CH3:14])[CH3:13].[OH-].[Na+]. Product: [C:24]([C:20]1[CH:19]=[C:18]([P:28]([C:42]2[CH:47]=[C:46]([C:48]([CH3:51])([CH3:50])[CH3:49])[C:45]([O:52][CH3:53])=[C:44]([C:54]([CH3:57])([CH3:56])[CH3:55])[CH:43]=2)[C:29]2[CH:34]=[CH:33][CH:32]=[CH:31][C:30]=2[PH2:35])[CH:17]=[C:16]([C:12]([CH3:15])([CH3:14])[CH3:13])[C:21]=1[O:22][CH3:23])([CH3:25])([CH3:26])[CH3:27]. The catalyst class is: 90. (4) Reactant: [NH:1]1[C:9]2[C:4](=[CH:5][CH:6]=[CH:7][CH:8]=2)[C:3]([CH:10]=[C:11]2[C:15](=[O:16])[C:14]3[CH:17]=[CH:18][C:19]([O:30][CH3:31])=[C:20](C4C=CCCN4C([O-])=O)[C:13]=3[O:12]2)=[N:2]1.Cl.O1[CH2:38][CH2:37]OCC1. Product: [NH:1]1[C:9]2[C:4](=[CH:5][CH:6]=[CH:7][CH:8]=2)[C:3](/[CH:10]=[C:11]2\[O:12][C:13]3[C:20]([C:7]4[CH2:8][CH2:9][NH:1][CH2:37][CH:38]=4)=[C:19]([O:30][CH3:31])[CH:18]=[CH:17][C:14]=3[C:15]\2=[O:16])=[N:2]1. The catalyst class is: 2. (5) Reactant: [Br:1][C:2]1[C:3](=[O:29])[N:4]([CH2:19][C:20]2[N:21]=[CH:22][C:23]([C:26](O)=[O:27])=[N:24][CH:25]=2)[C:5]([CH3:18])=[CH:6][C:7]=1[O:8][CH2:9][C:10]1[CH:15]=[CH:14][C:13]([F:16])=[CH:12][C:11]=1[F:17].C(OC(Cl)=O)C(C)C.CN1CCOCC1.Cl.[CH3:46][C:47]([CH3:51])([OH:50])[CH2:48][NH2:49]. Product: [Br:1][C:2]1[C:3](=[O:29])[N:4]([CH2:19][C:20]2[N:21]=[CH:22][C:23]([C:26]([NH:49][CH2:48][C:47]([OH:50])([CH3:51])[CH3:46])=[O:27])=[N:24][CH:25]=2)[C:5]([CH3:18])=[CH:6][C:7]=1[O:8][CH2:9][C:10]1[CH:15]=[CH:14][C:13]([F:16])=[CH:12][C:11]=1[F:17]. The catalyst class is: 3. (6) Reactant: [NH:1]([C:8]([C:10]1[CH:31]=[CH:30][C:13]2[N:14]([CH:17]([C:24]3[CH:29]=[CH:28][CH:27]=[CH:26][CH:25]=3)[CH2:18][C:19]([O:21]CC)=[O:20])[CH:15]=[N:16][C:12]=2[CH:11]=1)=[O:9])[C:2]1[CH:7]=[CH:6][CH:5]=[CH:4][CH:3]=1.C(#N)C. The catalyst class is: 33. Product: [NH:1]([C:8]([C:10]1[CH:31]=[CH:30][C:13]2[N:14]([CH:17]([C:24]3[CH:25]=[CH:26][CH:27]=[CH:28][CH:29]=3)[CH2:18][C:19]([OH:21])=[O:20])[CH:15]=[N:16][C:12]=2[CH:11]=1)=[O:9])[C:2]1[CH:3]=[CH:4][CH:5]=[CH:6][CH:7]=1. (7) Reactant: [N:1]12[CH2:8][CH2:7][C:4]([C:9]([C:17]3[CH:22]=[CH:21][CH:20]=[CH:19][CH:18]=3)([C:11]3[CH:16]=[CH:15][CH:14]=[CH:13][CH:12]=3)[OH:10])([CH2:5][CH2:6]1)[CH2:3][CH2:2]2.[C:23]1([CH2:29][O:30][CH2:31][CH2:32][CH2:33][Br:34])[CH:28]=[CH:27][CH:26]=[CH:25][CH:24]=1. The catalyst class is: 23. Product: [Br-:34].[OH:10][C:9]([C:17]1[CH:22]=[CH:21][CH:20]=[CH:19][CH:18]=1)([C:11]1[CH:12]=[CH:13][CH:14]=[CH:15][CH:16]=1)[C:4]12[CH2:5][CH2:6][N+:1]([CH2:33][CH2:32][CH2:31][O:30][CH2:29][C:23]3[CH:28]=[CH:27][CH:26]=[CH:25][CH:24]=3)([CH2:2][CH2:3]1)[CH2:8][CH2:7]2.